Dataset: Full USPTO retrosynthesis dataset with 1.9M reactions from patents (1976-2016). Task: Predict the reactants needed to synthesize the given product. (1) Given the product [CH2:3]([O:10][CH2:11][CH2:12][N:13]([C:23]([O:25][C:26]([CH3:29])([CH3:28])[CH3:27])=[O:24])[C@@H:14]([C:19]([CH3:22])([CH3:20])[CH3:21])[C:15]([OH:17])=[O:16])[C:4]1[CH:5]=[CH:6][CH:7]=[CH:8][CH:9]=1, predict the reactants needed to synthesize it. The reactants are: [Li+].[OH-].[CH2:3]([O:10][CH2:11][CH2:12][N:13]([C:23]([O:25][C:26]([CH3:29])([CH3:28])[CH3:27])=[O:24])[C@@H:14]([C:19]([CH3:22])([CH3:21])[CH3:20])[C:15]([O:17]C)=[O:16])[C:4]1[CH:9]=[CH:8][CH:7]=[CH:6][CH:5]=1. (2) Given the product [ClH:1].[ClH:1].[NH2:8][C:7]1[C:2]([N:14]2[CH2:19][CH2:18][CH2:17][CH2:16][CH2:15]2)=[N:3][CH:4]=[C:5]([NH2:11])[CH:6]=1, predict the reactants needed to synthesize it. The reactants are: [Cl:1][C:2]1[C:7]([N+:8]([O-])=O)=[CH:6][C:5]([N+:11]([O-])=O)=[CH:4][N:3]=1.[NH:14]1[CH2:19][CH2:18][CH2:17][CH2:16][CH2:15]1.[H][H].C1CCCCC=1. (3) Given the product [N:17]1[CH:18]=[CH:19][CH:20]=[C:15]([CH:14]2[NH:13][CH2:12][C:11]3[C:2](=[C:3]([C:4]([O:6][CH3:7])=[O:5])[CH:8]=[CH:9][CH:10]=3)[NH:1]2)[CH:16]=1, predict the reactants needed to synthesize it. The reactants are: [NH2:1][C:2]1[C:11]([CH2:12][NH2:13])=[CH:10][CH:9]=[CH:8][C:3]=1[C:4]([O:6][CH3:7])=[O:5].[CH:14](=O)[C:15]1[CH:20]=[CH:19][CH:18]=[N:17][CH:16]=1.C(O)(=O)C.